This data is from Full USPTO retrosynthesis dataset with 1.9M reactions from patents (1976-2016). The task is: Predict the reactants needed to synthesize the given product. (1) Given the product [C:1]([O:5][C:6]([N:8]1[CH2:13][CH2:12][N:11]([C:14]2[N:15]=[N:16][C:17]([C:21]([F:24])([F:23])[F:22])=[C:18]([C:29]3[S:30][C:26]([Cl:25])=[CH:27][CH:28]=3)[CH:19]=2)[CH2:10][CH2:9]1)=[O:7])([CH3:4])([CH3:3])[CH3:2], predict the reactants needed to synthesize it. The reactants are: [C:1]([O:5][C:6]([N:8]1[CH2:13][CH2:12][N:11]([C:14]2[N:15]=[N:16][C:17]([C:21]([F:24])([F:23])[F:22])=[C:18](I)[CH:19]=2)[CH2:10][CH2:9]1)=[O:7])([CH3:4])([CH3:3])[CH3:2].[Cl:25][C:26]1[S:30][C:29](B(O)O)=[CH:28][CH:27]=1.C(=O)([O-])[O-].[Na+].[Na+]. (2) Given the product [C:7]1([N:6]2[C:2]([N:13]3[CH2:18][CH2:17][NH:16][CH2:15][CH2:14]3)=[N:3][N:4]=[N:5]2)[CH:12]=[CH:11][CH:10]=[CH:9][CH:8]=1, predict the reactants needed to synthesize it. The reactants are: Cl[C:2]1[N:6]([C:7]2[CH:12]=[CH:11][CH:10]=[CH:9][CH:8]=2)[N:5]=[N:4][N:3]=1.[NH:13]1[CH2:18][CH2:17][NH:16][CH2:15][CH2:14]1. (3) Given the product [F:1][C:2]1[CH:3]=[C:4]([NH:10][C:11]2[C:16]([C:17]3[N:22]=[C:21]([CH3:23])[N:20]=[C:19]([NH2:24])[N:18]=3)=[CH:15][C:14]([CH:43]([NH:45][CH:46]([CH3:48])[CH3:47])[CH3:44])=[CH:13][N:12]=2)[CH:5]=[N:6][C:7]=1[O:8][CH3:9], predict the reactants needed to synthesize it. The reactants are: [F:1][C:2]1[CH:3]=[C:4]([NH:10][C:11]2[C:16]([C:17]3[N:22]=[C:21]([CH3:23])[N:20]=[C:19]([N:24](CC4C=CC(OC)=CC=4)CC4C=CC(OC)=CC=4)[N:18]=3)=[CH:15][C:14]([CH:43]([NH:45][CH:46]([CH3:48])[CH3:47])[CH3:44])=[CH:13][N:12]=2)[CH:5]=[N:6][C:7]=1[O:8][CH3:9].C(O)(C(F)(F)F)=O.OS(C(F)(F)F)(=O)=O.[OH-].[Na+]. (4) Given the product [CH:1]([O:4][C:5](=[O:19])[C:6]1[CH:11]=[CH:10][C:9]([O:12][CH:13]([CH3:15])[CH3:14])=[C:8]([NH2:16])[CH:7]=1)([CH3:3])[CH3:2], predict the reactants needed to synthesize it. The reactants are: [CH:1]([O:4][C:5](=[O:19])[C:6]1[CH:11]=[CH:10][C:9]([O:12][CH:13]([CH3:15])[CH3:14])=[C:8]([N+:16]([O-])=O)[CH:7]=1)([CH3:3])[CH3:2].COC1C=CC(C#N)=CC=1[N+]([O-])=O.NC1C=C(C=CC=1OC(F)(F)F)C(N)=O. (5) Given the product [C:1]([C:5]1[CH:10]=[CH:9][C:8]([NH:11][C:12]([NH:14][C@H:15]([CH2:19][CH3:20])[CH2:16][CH:17]=[O:18])=[O:13])=[CH:7][CH:6]=1)([CH3:4])([CH3:3])[CH3:2], predict the reactants needed to synthesize it. The reactants are: [C:1]([C:5]1[CH:10]=[CH:9][C:8]([NH:11][C:12]([NH:14][C@H:15]([CH2:19][CH3:20])[CH2:16][CH2:17][OH:18])=[O:13])=[CH:7][CH:6]=1)([CH3:4])([CH3:3])[CH3:2]. (6) Given the product [CH:13]1([C:2]2[CH:11]=[CH:10][C:5]([C:6]([O:8][CH3:9])=[O:7])=[CH:4][C:3]=2[F:12])[CH2:15][CH2:14]1, predict the reactants needed to synthesize it. The reactants are: Br[C:2]1[CH:11]=[CH:10][C:5]([C:6]([O:8][CH3:9])=[O:7])=[CH:4][C:3]=1[F:12].[CH:13]1(B(O)O)[CH2:15][CH2:14]1. (7) Given the product [CH3:50][Si:51]([C:54]#[C:55][C:2]1[CH:3]=[CH:4][C:5]([CH2:6][C:7]2[C:8]([O:16][C@:17]3([O:35][C@H:34]([CH2:36][O:37][C:38](=[O:40])[CH3:39])[C@@H:29]([O:30][C:31](=[O:33])[CH3:32])[C@H:24]([O:25][C:26](=[O:28])[CH3:27])[C@H:19]3[O:20][C:21](=[O:23])[CH3:22])[OH:18])=[N:9][N:10]([CH:13]([CH3:15])[CH3:14])[C:11]=2[CH3:12])=[CH:41][CH:42]=1)([CH3:53])[CH3:52], predict the reactants needed to synthesize it. The reactants are: I[C:2]1[CH:42]=[CH:41][C:5]([CH2:6][C:7]2[C:8]([O:16][C@:17]3([O:35][C@H:34]([CH2:36][O:37][C:38](=[O:40])[CH3:39])[C@@H:29]([O:30][C:31](=[O:33])[CH3:32])[C@H:24]([O:25][C:26](=[O:28])[CH3:27])[C@H:19]3[O:20][C:21](=[O:23])[CH3:22])[OH:18])=[N:9][N:10]([CH:13]([CH3:15])[CH3:14])[C:11]=2[CH3:12])=[CH:4][CH:3]=1.CCN(CC)CC.[CH3:50][Si:51]([C:54]#[CH:55])([CH3:53])[CH3:52].CCOC(C)=O.